This data is from Reaction yield outcomes from USPTO patents with 853,638 reactions. The task is: Predict the reaction yield, written as a fraction of the theoretical maximum amount of product (1.0 means a 100% yield; for example, 0.34 means a 34% yield). (1) The reactants are C([O:3][C:4]([C:6]1([C:9]2[CH:14]=[CH:13][C:12]([C:15]3[CH:20]=[CH:19][C:18]([C:21]4[S:22][C:23]([F:39])=[CH:24][C:25]=4[NH:26][C:27]([O:29][C@@H:30]([C:32]4[CH:37]=[CH:36][CH:35]=[CH:34][C:33]=4[Cl:38])[CH3:31])=[O:28])=[CH:17][C:16]=3[O:40][CH3:41])=[CH:11][CH:10]=2)[CH2:8][CH2:7]1)=[O:5])C.[OH-].[Na+].Cl. The catalyst is C(O)(C)C. The product is [Cl:38][C:33]1[CH:34]=[CH:35][CH:36]=[CH:37][C:32]=1[C@H:30]([O:29][C:27]([NH:26][C:25]1[CH:24]=[C:23]([F:39])[S:22][C:21]=1[C:18]1[CH:19]=[CH:20][C:15]([C:12]2[CH:11]=[CH:10][C:9]([C:6]3([C:4]([OH:5])=[O:3])[CH2:8][CH2:7]3)=[CH:14][CH:13]=2)=[C:16]([O:40][CH3:41])[CH:17]=1)=[O:28])[CH3:31]. The yield is 0.400. (2) The reactants are [CH2:1]([N:8]1[C:13](=[O:14])[C:12](I)=[C:11]([N:16]=[CH:17]N(C)C)[N:10]([CH2:21][C:22]2[CH:27]=[CH:26][CH:25]=[CH:24][CH:23]=2)[C:9]1=[O:28])[C:2]1[CH:7]=[CH:6][CH:5]=[CH:4][CH:3]=1.C(=O)([O-])[O-].[K+].[K+].[C:35]([O:39][CH2:40][CH3:41])(=[O:38])[CH:36]=[CH2:37].C(OCC)(=O)C. The catalyst is CN(C=O)C.C([O-])(=O)C.[Pd+2].C([O-])(=O)C. The product is [CH2:21]([N:10]1[C:11]2[N:16]=[CH:17][C:36]([C:35]([O:39][CH2:40][CH3:41])=[O:38])=[CH:37][C:12]=2[C:13](=[O:14])[N:8]([CH2:1][C:2]2[CH:3]=[CH:4][CH:5]=[CH:6][CH:7]=2)[C:9]1=[O:28])[C:22]1[CH:27]=[CH:26][CH:25]=[CH:24][CH:23]=1. The yield is 0.620. (3) The reactants are B.O1CCCC1.[CH3:7][C:8]([C:10]1[CH:15]=[CH:14][CH:13]=[C:12]([Cl:16])[CH:11]=1)=[O:9]. The catalyst is C1(C)C=CC=CC=1.O1CCCC1. The product is [Cl:16][C:12]1[CH:11]=[C:10]([C@H:8]([OH:9])[CH3:7])[CH:15]=[CH:14][CH:13]=1. The yield is 0.780.